This data is from Catalyst prediction with 721,799 reactions and 888 catalyst types from USPTO. The task is: Predict which catalyst facilitates the given reaction. (1) Product: [Cl:1][C:2]1[CH:11]=[CH:10][C:9]2[C:4](=[C:5]([NH2:12])[CH:6]=[CH:7][CH:8]=2)[N:3]=1. Reactant: [Cl:1][C:2]1[CH:11]=[CH:10][C:9]2[C:4](=[C:5]([N+:12]([O-])=O)[CH:6]=[CH:7][CH:8]=2)[N:3]=1.O.NN. The catalyst class is: 227. (2) Reactant: [OH:1][C:2]1[CH:3]=[C:4]2[C:9](=[CH:10][CH:11]=1)[N:8]=[C:7]([C:12]1[CH:13]=[N:14][CH:15]=[CH:16][CH:17]=1)[N:6]=[C:5]2[NH:18][C:19]1[CH:27]=[CH:26][CH:25]=[CH:24][C:20]=1[C:21]([NH2:23])=[O:22].Cl[CH2:29][C:30]([NH:32][CH3:33])=[O:31].C(=O)([O-])[O-].[Cs+].[Cs+].[I-].[K+]. Product: [CH3:33][NH:32][C:30](=[O:31])[CH2:29][O:1][C:2]1[CH:3]=[C:4]2[C:9](=[CH:10][CH:11]=1)[N:8]=[C:7]([C:12]1[CH:13]=[N:14][CH:15]=[CH:16][CH:17]=1)[N:6]=[C:5]2[NH:18][C:19]1[CH:27]=[CH:26][CH:25]=[CH:24][C:20]=1[C:21]([NH2:23])=[O:22]. The catalyst class is: 18. (3) Reactant: [Cl:1]N1C(=O)CCC1=O.[O:9]=[C:10]1[C:18]2[C:13](=[CH:14][CH:15]=[CH:16][CH:17]=2)[C:12](=[O:19])[N:11]1[CH2:20][CH:21]=[N:22][OH:23]. Product: [O:19]=[C:12]1[C:13]2[C:18](=[CH:17][CH:16]=[CH:15][CH:14]=2)[C:10](=[O:9])[N:11]1[CH2:20][C:21]([Cl:1])=[N:22][OH:23]. The catalyst class is: 39.